Dataset: Catalyst prediction with 721,799 reactions and 888 catalyst types from USPTO. Task: Predict which catalyst facilitates the given reaction. Reactant: B(O)O.O[C:5](C(O)(C)C)([CH3:7])[CH3:6].C(B1OC(C)(C)C(C)(C)O1)C=C.[CH:24]([C:26]1[C@H:31]([C:32]([O:34][CH:35]([C:42]2[CH:47]=[CH:46][CH:45]=[CH:44][CH:43]=2)[C:36]2[CH:41]=[CH:40][CH:39]=[CH:38][CH:37]=2)=[O:33])[N:30]2[C:48](=[O:60])[C@@H:49]([NH:50][C:51](=[O:59])[CH2:52][C:53]3[CH:58]=[CH:57][CH:56]=[CH:55][CH:54]=3)[C@H:29]2[S:28][CH:27]=1)=[O:25]. Product: [OH:25][CH:24]([C:26]1[C@H:31]([C:32]([O:34][CH:35]([C:36]2[CH:37]=[CH:38][CH:39]=[CH:40][CH:41]=2)[C:42]2[CH:47]=[CH:46][CH:45]=[CH:44][CH:43]=2)=[O:33])[N:30]2[C:48](=[O:60])[C@@H:49]([NH:50][C:51](=[O:59])[CH2:52][C:53]3[CH:54]=[CH:55][CH:56]=[CH:57][CH:58]=3)[C@H:29]2[S:28][CH:27]=1)[CH2:7][CH:5]=[CH2:6]. The catalyst class is: 11.